Dataset: Catalyst prediction with 721,799 reactions and 888 catalyst types from USPTO. Task: Predict which catalyst facilitates the given reaction. (1) Reactant: [CH3:1][C:2]1[CH:7]=[C:6]([C:8]2[CH:13]=[CH:12][C:11]([CH2:14][C:15]([NH:17][C:18]3[CH:23]=[CH:22][C:21]([N:24]4[CH2:29][CH2:28][NH:27][CH2:26][CH2:25]4)=[CH:20][N:19]=3)=[O:16])=[CH:10][CH:9]=2)[CH:5]=[CH:4][N:3]=1.CCN(C(C)C)C(C)C.[C:39](Cl)(=[O:41])[CH3:40]. Product: [C:39]([N:27]1[CH2:28][CH2:29][N:24]([C:21]2[CH:22]=[CH:23][C:18]([NH:17][C:15](=[O:16])[CH2:14][C:11]3[CH:12]=[CH:13][C:8]([C:6]4[CH:5]=[CH:4][N:3]=[C:2]([CH3:1])[CH:7]=4)=[CH:9][CH:10]=3)=[N:19][CH:20]=2)[CH2:25][CH2:26]1)(=[O:41])[CH3:40]. The catalyst class is: 1. (2) Reactant: [Cl:1][C:2]1[CH:7]=[CH:6][CH:5]=[C:4](Cl)[C:3]=1/[N:9]=[C:10](\[NH:12][C:13]1[CH:18]=[CH:17][CH:16]=[C:15]([O:19][CH3:20])[CH:14]=1)/[CH3:11].C([O-])([O-])=O.[K+].[K+].CC([O-])(C)C.[Na+]. Product: [Cl:1][C:2]1[C:3]2[N:9]=[C:10]([CH3:11])[N:12]([C:13]3[CH:18]=[CH:17][CH:16]=[C:15]([O:19][CH3:20])[CH:14]=3)[C:4]=2[CH:5]=[CH:6][CH:7]=1. The catalyst class is: 109. (3) Reactant: [C:1]([CH2:3][C:4]([NH:6][NH2:7])=[O:5])#[N:2].[OH-].[Na+].Cl.[CH2:11](O)[CH3:12].O. Product: [O:5]=[C:4]1[C:3]([C:1]#[N:2])=[CH:12][CH:11]=[N:7][NH:6]1. The catalyst class is: 6. (4) Reactant: [Cl:1][C:2]1[CH:3]=[C:4]([C:12]2[O:16][N:15]=[C:14]([C:17]3[C:18]([CH3:32])=[C:19]4[C:24](=[CH:25][CH:26]=3)[CH2:23][N:22]([CH2:27][C:28]([O:30]C)=[O:29])[CH2:21][CH2:20]4)[N:13]=2)[CH:5]=[CH:6][C:7]=1[O:8][CH:9]([CH3:11])[CH3:10].[OH-].[Na+].C(O)(=O)C.C(OCC)(=O)C. Product: [Cl:1][C:2]1[CH:3]=[C:4]([C:12]2[O:16][N:15]=[C:14]([C:17]3[C:18]([CH3:32])=[C:19]4[C:24](=[CH:25][CH:26]=3)[CH2:23][N:22]([CH2:27][C:28]([OH:30])=[O:29])[CH2:21][CH2:20]4)[N:13]=2)[CH:5]=[CH:6][C:7]=1[O:8][CH:9]([CH3:10])[CH3:11]. The catalyst class is: 357. (5) Reactant: C[O:2][C:3]1[CH:8]=[CH:7][C:6]([C@@H:9]2[N:14]3[CH2:15][CH2:16][N:17]([C:19]([C:21]4[CH:22]=[N:23][C:24]([C:27]([F:30])([F:29])[F:28])=[CH:25][CH:26]=4)=[O:20])[CH2:18][C@@H:13]3[CH2:12][CH2:11][CH2:10]2)=[C:5]([CH3:31])[C:4]=1[CH3:32].Cl. Product: [OH:2][C:3]1[CH:8]=[CH:7][C:6]([C@@H:9]2[N:14]3[CH2:15][CH2:16][N:17]([C:19]([C:21]4[CH:22]=[N:23][C:24]([C:27]([F:30])([F:29])[F:28])=[CH:25][CH:26]=4)=[O:20])[CH2:18][C@@H:13]3[CH2:12][CH2:11][CH2:10]2)=[C:5]([CH3:31])[C:4]=1[CH3:32]. The catalyst class is: 2. (6) The catalyst class is: 24. Product: [Cl:1][C:2]1[N:7]=[C:6]([C:8]([O:10][CH3:11])=[O:9])[CH:5]=[CH:4][C:3]=1[CH:12]([OH:13])[C:21]1[CH2:20][C:19](=[O:25])[CH2:24][CH2:23][CH:22]=1. Reactant: [Cl:1][C:2]1[N:7]=[C:6]([C:8]([O:10][CH3:11])=[O:9])[CH:5]=[CH:4][C:3]=1[CH:12]=[O:13].N1C=CN=C1.[C:19]1(=[O:25])[CH2:24][CH2:23][CH2:22][CH:21]=[CH:20]1. (7) Reactant: [H-].[Al+3].[Li+].[H-].[H-].[H-].[NH2:7][C:8]1[N:12]([CH3:13])[N:11]=[CH:10][C:9]=1[C:14]([NH:16][CH2:17][CH2:18][NH:19][C:20]([C:33]1[CH:38]=[CH:37][CH:36]=[CH:35][CH:34]=1)([C:27]1[CH:32]=[CH:31][CH:30]=[CH:29][CH:28]=1)[C:21]1[CH:26]=[CH:25][CH:24]=[CH:23][CH:22]=1)=O.[F-].[Na+]. Product: [NH2:7][C:8]1[N:12]([CH3:13])[N:11]=[CH:10][C:9]=1[CH2:14][NH:16][CH2:17][CH2:18][NH:19][C:20]([C:33]1[CH:38]=[CH:37][CH:36]=[CH:35][CH:34]=1)([C:27]1[CH:28]=[CH:29][CH:30]=[CH:31][CH:32]=1)[C:21]1[CH:26]=[CH:25][CH:24]=[CH:23][CH:22]=1. The catalyst class is: 7.